From a dataset of Hepatocyte clearance measurements from AstraZeneca. Regression/Classification. Given a drug SMILES string, predict its absorption, distribution, metabolism, or excretion properties. Task type varies by dataset: regression for continuous measurements (e.g., permeability, clearance, half-life) or binary classification for categorical outcomes (e.g., BBB penetration, CYP inhibition). For this dataset (clearance_hepatocyte_az), we predict log10(clearance) (log10 of the in vitro intrinsic clearance, CLint, in uL/min per 10^6 hepatocytes; values are censored to the assay range of 3 to 150, which is 0.477 to 2.18 on this log10 scale). (1) The drug is COc1ccc(N(C(=O)c2ccccc2)C(C(=O)NC[C@@H](C)O)c2ccccc2F)c(OC)c1. The log10(clearance) is 2.18. (2) The drug is Cc1ccc(CO)cc1N(c1ccnc(Nc2cc(N3CCOCC3)cc(S(C)(=O)=O)c2)n1)C(C)C. The log10(clearance) is 1.73. (3) The compound is CCCCOc1nc(N)c2[nH]c(=O)n(Cc3cccc(CC(=O)O)c3)c2n1. The log10(clearance) is 0.480. (4) The molecule is CC(C)(O)c1ccccc1CC[C@@H](SCC1(CC(=O)O)CC1)c1cccc(/C=C/c2ccc3ccc(Cl)cc3n2)c1. The log10(clearance) is 1.15. (5) The molecule is C[C@@H]1C[C@H]2[C@@H]3CCC4=CC(=O)C=C[C@]4(C)[C@@]3(F)[C@@H](O)C[C@]2(C)[C@@]1(O)C(=O)CO. The log10(clearance) is 1.49. (6) The molecule is CC[C@@H](Nc1c(Nc2cccc(C(=O)N(C)C)c2O)c(=O)c1=O)c1ccccc1. The log10(clearance) is 1.81. (7) The molecule is C(=C/c1nn[nH]n1)\c1ccccc1. The log10(clearance) is 0.480. (8) The molecule is C[C@H](CO)Nc1nc(SCc2ccccc2)nc2[nH]c(=O)sc12. The log10(clearance) is 1.29. (9) The drug is NC1(c2ccc(-c3c(-c4ccccc4)ccn4ccnc34)cc2)CCC1. The log10(clearance) is 0.960. (10) The drug is Cc1cc(C)nc(SCC(N)=O)n1. The log10(clearance) is 0.480.